Dataset: hERG Central: cardiac toxicity at 1µM, 10µM, and general inhibition. Task: Predict hERG channel inhibition at various concentrations. (1) The molecule is CCN(CC)CCNC(=O)NC(=O)c1ccc(Cl)cc1. Results: hERG_inhib (hERG inhibition (general)): blocker. (2) The compound is COc1nnc(-c2ccc(N3CCOCC3)c(NC(=O)c3ccco3)c2)c2ccccc12. Results: hERG_inhib (hERG inhibition (general)): blocker. (3) The compound is CCOC(=O)N1CCN(C(=O)CN(Cc2ccc(Cl)cc2)S(=O)(=O)c2ccccc2)CC1. Results: hERG_inhib (hERG inhibition (general)): blocker. (4) The molecule is N#Cc1c(N)sc2c1CCN(CCc1ccccc1)C2. Results: hERG_inhib (hERG inhibition (general)): blocker. (5) The drug is CCCCCN1C=CC=C/C1=C\C=C(C#N)C#N. Results: hERG_inhib (hERG inhibition (general)): blocker.